From a dataset of Peptide-MHC class I binding affinity with 185,985 pairs from IEDB/IMGT. Regression. Given a peptide amino acid sequence and an MHC pseudo amino acid sequence, predict their binding affinity value. This is MHC class I binding data. (1) The peptide sequence is KAVYNYATM. The MHC is H-2-Ld with pseudo-sequence H-2-Ld. The binding affinity (normalized) is 0. (2) The peptide sequence is DINVIGLIVI. The MHC is HLA-A02:03 with pseudo-sequence HLA-A02:03. The binding affinity (normalized) is 0.266.